Dataset: NCI-60 drug combinations with 297,098 pairs across 59 cell lines. Task: Regression. Given two drug SMILES strings and cell line genomic features, predict the synergy score measuring deviation from expected non-interaction effect. (1) Drug 1: COC1=C(C=C2C(=C1)N=CN=C2NC3=CC(=C(C=C3)F)Cl)OCCCN4CCOCC4. Drug 2: CC=C1C(=O)NC(C(=O)OC2CC(=O)NC(C(=O)NC(CSSCCC=C2)C(=O)N1)C(C)C)C(C)C. Cell line: U251. Synergy scores: CSS=71.8, Synergy_ZIP=-5.69, Synergy_Bliss=-3.26, Synergy_Loewe=-1.88, Synergy_HSA=-0.0761. (2) Drug 1: C1=CC(=C2C(=C1NCCNCCO)C(=O)C3=C(C=CC(=C3C2=O)O)O)NCCNCCO. Drug 2: CC1OCC2C(O1)C(C(C(O2)OC3C4COC(=O)C4C(C5=CC6=C(C=C35)OCO6)C7=CC(=C(C(=C7)OC)O)OC)O)O. Cell line: HT29. Synergy scores: CSS=52.2, Synergy_ZIP=2.87, Synergy_Bliss=3.81, Synergy_Loewe=3.38, Synergy_HSA=8.73.